Dataset: Forward reaction prediction with 1.9M reactions from USPTO patents (1976-2016). Task: Predict the product of the given reaction. (1) Given the reactants [OH:1][C:2]1[CH:7]=[CH:6][CH:5]=[CH:4][C:3]=1[N:8]1[CH2:13][CH2:12][C:11]([C:16]2[CH:21]=[CH:20][CH:19]=[C:18]([O:22][CH3:23])[CH:17]=2)([C:14]#[N:15])[CH2:10][CH2:9]1.C(=O)([O-])[O-].[K+].[K+].[CH2:30](Br)[C:31]1[CH:36]=[CH:35][CH:34]=[CH:33][CH:32]=1.O, predict the reaction product. The product is: [CH2:30]([O:1][C:2]1[CH:7]=[CH:6][CH:5]=[CH:4][C:3]=1[N:8]1[CH2:9][CH2:10][C:11]([C:16]2[CH:21]=[CH:20][CH:19]=[C:18]([O:22][CH3:23])[CH:17]=2)([C:14]#[N:15])[CH2:12][CH2:13]1)[C:31]1[CH:36]=[CH:35][CH:34]=[CH:33][CH:32]=1. (2) Given the reactants [Br:1][C:2]1[CH:3]=[C:4]2[C:9](=[C:10]([O:12]C)[CH:11]=1)[N:8]=[CH:7][NH:6][C:5]2=[O:14].Br, predict the reaction product. The product is: [Br:1][C:2]1[CH:3]=[C:4]2[C:9](=[C:10]([OH:12])[CH:11]=1)[N:8]=[CH:7][NH:6][C:5]2=[O:14]. (3) Given the reactants [NH2:1][CH2:2][CH2:3][CH2:4][CH2:5][CH2:6][CH2:7][N:8]1[CH2:13][CH2:12][CH:11]([C:14]2[CH:15]=[C:16]([NH:20][C:21](=[O:25])[CH:22]([CH3:24])[CH3:23])[CH:17]=[CH:18][CH:19]=2)[CH2:10][CH2:9]1.[CH2:26]([N:33]1[C:37]([C:38](Cl)=[O:39])=[CH:36][C:35]([C:41]([CH3:44])([CH3:43])[CH3:42])=[N:34]1)[C:27]1[CH:32]=[CH:31][CH:30]=[CH:29][CH:28]=1, predict the reaction product. The product is: [CH2:26]([N:33]1[C:37]([C:38]([NH:1][CH2:2][CH2:3][CH2:4][CH2:5][CH2:6][CH2:7][N:8]2[CH2:13][CH2:12][CH:11]([C:14]3[CH:19]=[CH:18][CH:17]=[C:16]([NH:20][C:21](=[O:25])[CH:22]([CH3:23])[CH3:24])[CH:15]=3)[CH2:10][CH2:9]2)=[O:39])=[CH:36][C:35]([C:41]([CH3:44])([CH3:43])[CH3:42])=[N:34]1)[C:27]1[CH:28]=[CH:29][CH:30]=[CH:31][CH:32]=1. (4) The product is: [NH2:23][C@H:18]1[C@H:19]([F:22])[CH2:20][O:21][C@H:15]([C:14]2[N:13]([CH3:31])[N:12]=[CH:11][C:10]=2[NH:9][C:7]([C:5]2[N:6]=[C:2]([C:34]3[C:35]([F:41])=[CH:36][CH:37]=[C:38]([O:39][CH3:40])[C:33]=3[F:32])[S:3][CH:4]=2)=[O:8])[CH2:16][CH2:17]1. Given the reactants Br[C:2]1[S:3][CH:4]=[C:5]([C:7]([NH:9][C:10]2[CH:11]=[N:12][N:13]([CH3:31])[C:14]=2[C@H:15]2[O:21][CH2:20][C@@H:19]([F:22])[C@H:18]([NH:23]C(=O)OC(C)(C)C)[CH2:17][CH2:16]2)=[O:8])[N:6]=1.[F:32][C:33]1[C:38]([O:39][CH3:40])=[CH:37][CH:36]=[C:35]([F:41])[C:34]=1B(O)O, predict the reaction product.